Dataset: Full USPTO retrosynthesis dataset with 1.9M reactions from patents (1976-2016). Task: Predict the reactants needed to synthesize the given product. (1) Given the product [Cl:35][C:29]1[CH:28]=[C:27]([C:24]2[CH:25]=[CH:26][N:22]([CH2:21][C@@H:20]([NH:19][C:15]([C:12]3[CH:11]=[C:10]([CH2:9][CH:8]([O:7][CH:2]4[CH2:3][CH2:4][CH2:5][CH2:6][O:1]4)[CH3:18])[O:14][N:13]=3)=[O:17])[CH3:36])[N:23]=2)[CH:34]=[CH:33][C:30]=1[C:31]#[N:32], predict the reactants needed to synthesize it. The reactants are: [O:1]1[CH2:6][CH2:5][CH2:4][CH2:3][CH:2]1[O:7][CH:8]([CH3:18])[CH2:9][C:10]1[O:14][N:13]=[C:12]([C:15]([OH:17])=O)[CH:11]=1.[NH2:19][C@@H:20]([CH3:36])[CH2:21][N:22]1[CH:26]=[CH:25][C:24]([C:27]2[CH:34]=[CH:33][C:30]([C:31]#[N:32])=[C:29]([Cl:35])[CH:28]=2)=[N:23]1. (2) Given the product [NH:11]1[CH2:12][CH2:13][CH:8]([C:6]2[O:7][C:3]([C:2]([F:21])([F:1])[F:22])=[N:4][N:5]=2)[CH2:9][CH2:10]1, predict the reactants needed to synthesize it. The reactants are: [F:1][C:2]([F:22])([F:21])[C:3]1[O:7][C:6]([CH:8]2[CH2:13][CH2:12][N:11](C(OC(C)(C)C)=O)[CH2:10][CH2:9]2)=[N:5][N:4]=1.Cl.[OH-].[Na+]. (3) Given the product [Cl-:1].[Cl:1][C:2]1[CH:10]=[CH:9][C:5]([C:6]2[C:22]3[C:17](=[CH:18][C:19]4[O:25][CH2:24][O:23][C:20]=4[CH:21]=3)[CH2:16][CH2:15][N+:14]=2[CH2:26][C:27]2[CH:32]=[CH:31][CH:30]=[CH:29][C:28]=2[F:33])=[CH:4][CH:3]=1, predict the reactants needed to synthesize it. The reactants are: [Cl:1][C:2]1[CH:10]=[CH:9][C:5]([C:6](Cl)=O)=[CH:4][CH:3]=1.[Cl-].CC1[C:22]2[C:17](=[CH:18][C:19]3[O:25][CH2:24][O:23][C:20]=3[CH:21]=2)[CH2:16][CH2:15][N+:14]=1[CH2:26][C:27]1[CH:32]=[CH:31][CH:30]=[CH:29][C:28]=1[F:33]. (4) Given the product [CH2:12]([O:1][C:2]1[N:6]([CH3:7])[N:5]=[C:4]([C:8]([O:10][CH3:11])=[O:9])[CH:3]=1)[C:13]1[CH:18]=[CH:17][CH:16]=[CH:15][CH:14]=1, predict the reactants needed to synthesize it. The reactants are: [OH:1][C:2]1[N:6]([CH3:7])[N:5]=[C:4]([C:8]([O:10][CH3:11])=[O:9])[CH:3]=1.[CH2:12](Br)[C:13]1[CH:18]=[CH:17][CH:16]=[CH:15][CH:14]=1.C(=O)([O-])[O-].[K+].[K+].O. (5) Given the product [CH3:1][N:2]1[C:11]2[C:6](=[CH:7][CH:8]=[C:9]([O:15][CH3:16])[C:10]=2[CH2:12][CH:13]=[O:19])[CH:5]=[CH:4][C:3]1=[O:17], predict the reactants needed to synthesize it. The reactants are: [CH3:1][N:2]1[C:11]2[C:6](=[CH:7][CH:8]=[C:9]([O:15][CH3:16])[C:10]=2[CH2:12][CH:13]=C)[CH:5]=[CH:4][C:3]1=[O:17].I([O-])(=O)(=O)=[O:19].[Na+]. (6) Given the product [CH3:23][O:22][C:20](=[O:21])[CH2:19][C@H:16]1[C:15]2[CH:24]=[CH:25][C:12]([O:11][C@H:9]3[C:10]4[C:6](=[C:5]([O:42][C:38]5[CH:37]=[C:36]6[C:41](=[CH:40][CH:39]=5)[N:33]([CH2:32][CH2:31][C:30]([OH:29])([CH3:43])[CH3:44])[CH:34]=[CH:35]6)[CH:4]=[CH:3][C:2]=4[F:1])[CH2:7][CH2:8]3)=[CH:13][C:14]=2[O:18][CH2:17]1, predict the reactants needed to synthesize it. The reactants are: [F:1][C:2]1[CH:3]=[CH:4][C:5](B(O)O)=[C:6]2[C:10]=1[C@H:9]([O:11][C:12]1[CH:25]=[CH:24][C:15]3[C@H:16]([CH2:19][C:20]([O:22][CH3:23])=[O:21])[CH2:17][O:18][C:14]=3[CH:13]=1)[CH2:8][CH2:7]2.[OH:29][C:30]([CH3:44])([CH3:43])[CH2:31][CH2:32][N:33]1[C:41]2[C:36](=[CH:37][C:38]([OH:42])=[CH:39][CH:40]=2)[CH:35]=[CH:34]1.